This data is from Reaction yield outcomes from USPTO patents with 853,638 reactions. The task is: Predict the reaction yield, written as a fraction of the theoretical maximum amount of product (1.0 means a 100% yield; for example, 0.34 means a 34% yield). (1) The product is [CH:1](=[N:16]/[C:17]1[CH:25]=[CH:24][CH:23]=[C:22]2[C:18]=1[CH2:19][O:20][C:21]2=[O:26])\[C:2]1[CH:7]=[CH:6][CH:5]=[CH:4][CH:3]=1. The reactants are [CH:1](=O)[C:2]1[CH:7]=[CH:6][CH:5]=[CH:4][CH:3]=1.S([O-])([O-])(=O)=O.[Na+].[Na+].[NH2:16][C:17]1[CH:25]=[CH:24][CH:23]=[C:22]2[C:18]=1[CH2:19][O:20][C:21]2=[O:26]. The yield is 0.950. The catalyst is ClCCl. (2) The reactants are [CH3:1][O:2][C:3](=[O:12])[C:4]1[CH:9]=[CH:8][C:7](Cl)=[N:6][C:5]=1[NH2:11].[CH:13]([Sn](CCCC)(CCCC)CCCC)=[CH2:14].O.C(OCC)(=O)C. The catalyst is C1(C)C(C)=CC=CC=1.C1C=CC([P]([Pd]([P](C2C=CC=CC=2)(C2C=CC=CC=2)C2C=CC=CC=2)([P](C2C=CC=CC=2)(C2C=CC=CC=2)C2C=CC=CC=2)[P](C2C=CC=CC=2)(C2C=CC=CC=2)C2C=CC=CC=2)(C2C=CC=CC=2)C2C=CC=CC=2)=CC=1. The product is [CH3:1][O:2][C:3](=[O:12])[C:4]1[CH:9]=[CH:8][C:7]([CH:13]=[CH2:14])=[N:6][C:5]=1[NH2:11]. The yield is 0.660. (3) The reactants are N1C=CC=CC=1.[CH2:7]([O:14][N:15]1[C:21](=[O:22])[N:20]2[CH2:23][C@H:16]1[CH2:17][CH2:18][C@H:19]2[C:24]([NH:26][NH:27][C:28]([N:30]1[CH2:35][CH2:34][N:33]([C:36]([O:38][C:39]([CH3:42])([CH3:41])[CH3:40])=[O:37])[CH2:32][CH2:31]1)=[O:29])=O)[C:8]1[CH:13]=[CH:12][CH:11]=[CH:10][CH:9]=1.O(S(C(F)(F)F)(=O)=O)S(C(F)(F)F)(=O)=O.C([O-])(O)=O.[Na+]. The catalyst is C(Cl)Cl. The product is [CH2:7]([O:14][N:15]1[C:21](=[O:22])[N:20]2[CH2:23][C@H:16]1[CH2:17][CH2:18][C@H:19]2[C:24]1[O:29][C:28]([N:30]2[CH2:35][CH2:34][N:33]([C:36]([O:38][C:39]([CH3:41])([CH3:42])[CH3:40])=[O:37])[CH2:32][CH2:31]2)=[N:27][N:26]=1)[C:8]1[CH:9]=[CH:10][CH:11]=[CH:12][CH:13]=1. The yield is 0.830. (4) The reactants are C([O:8][C:9]1[N:14]=[CH:13][C:12]([C:15]2[CH:20]=[CH:19][C:18]([CH2:21][C:22]([NH:24][C:25]3[CH:30]=[CH:29][C:28]([CH2:31][C:32]([CH3:36])([CH3:35])[CH2:33][OH:34])=[C:27]([C:37]([F:40])([F:39])[F:38])[CH:26]=3)=[O:23])=[C:17]([F:41])[CH:16]=2)=[C:11]([O:42][CH2:43][CH3:44])[CH:10]=1)C1C=CC=CC=1. The catalyst is CO.[Pd]. The product is [CH2:43]([O:42][C:11]1[C:12]([C:15]2[CH:20]=[CH:19][C:18]([CH2:21][C:22]([NH:24][C:25]3[CH:30]=[CH:29][C:28]([CH2:31][C:32]([CH3:35])([CH3:36])[CH2:33][OH:34])=[C:27]([C:37]([F:39])([F:40])[F:38])[CH:26]=3)=[O:23])=[C:17]([F:41])[CH:16]=2)=[CH:13][NH:14][C:9](=[O:8])[CH:10]=1)[CH3:44]. The yield is 0.677. (5) The yield is 0.840. The product is [I:19][C:2]1[CH:7]=[CH:6][C:5]([Si:8]([CH3:17])([O:13][CH:14]([CH3:16])[CH3:15])[O:9][CH:10]([CH3:12])[CH3:11])=[CH:4][CH:3]=1. The reactants are Br[C:2]1[CH:7]=[CH:6][C:5]([Si:8]([CH3:17])([O:13][CH:14]([CH3:16])[CH3:15])[O:9][CH:10]([CH3:12])[CH3:11])=[CH:4][CH:3]=1.[Mg].[I:19]I. The catalyst is C1COCC1. (6) The reactants are [N:1]1([C:12](=[O:13])[C:11]2[N:10]([CH2:14][C:15]([OH:17])=O)[CH:9]=[N:8][C:7]=2[N:5]([CH3:6])[C:3]1=[O:4])[CH3:2].[C:18]([C:20]1[CH:28]=[CH:27][C:23]([CH2:24][CH2:25][NH2:26])=[CH:22][CH:21]=1)#[N:19]. No catalyst specified. The product is [C:18]([C:20]1[CH:28]=[CH:27][C:23]([CH2:24][CH2:25][NH:26][C:15](=[O:17])[CH2:14][N:10]2[C:11]3[C:12](=[O:13])[N:1]([CH3:2])[C:3](=[O:4])[N:5]([CH3:6])[C:7]=3[N:8]=[CH:9]2)=[CH:22][CH:21]=1)#[N:19]. The yield is 0.210.